This data is from Catalyst prediction with 721,799 reactions and 888 catalyst types from USPTO. The task is: Predict which catalyst facilitates the given reaction. (1) Reactant: [CH3:1][O:2][C:3]1[CH:4]=[C:5]([OH:12])[CH:6]=[CH:7][C:8]=1[N+:9]([O-:11])=[O:10].C([O-])([O-])=O.[K+].[K+].Br[CH2:20][CH2:21][O:22][Si:23]([C:26]([CH3:29])([CH3:28])[CH3:27])([CH3:25])[CH3:24]. Product: [C:26]([Si:23]([O:22][CH2:21][CH2:20][O:12][C:5]1[CH:6]=[CH:7][C:8]([N+:9]([O-:11])=[O:10])=[C:3]([O:2][CH3:1])[CH:4]=1)([CH3:25])[CH3:24])([CH3:29])([CH3:28])[CH3:27]. The catalyst class is: 18. (2) Reactant: [NH2:1][C:2]1[N:3]=[N:4][C:5]([SH:8])=[CH:6][CH:7]=1.Cl.Cl[CH2:11][C:12]1[N:13]([CH2:17][CH2:18][CH3:19])[CH:14]=[N:15][CH:16]=1.C(=O)([O-])[O-].[K+].[K+]. Product: [NH2:1][C:2]1[N:3]=[N:4][C:5]([S:8][CH2:11][C:12]2[N:13]([CH2:17][CH2:18][CH3:19])[CH:14]=[N:15][CH:16]=2)=[CH:6][CH:7]=1. The catalyst class is: 9. (3) Reactant: [C:1]([O:5][C@@H:6]([C:12]1[C:13]([CH3:36])=[N:14][C:15]2[N:16]([N:30]=[C:31]([C:33](O)=[O:34])[CH:32]=2)[C:17]=1[C:18]1[C:19]([CH3:29])=[C:20]2[C:25](=[C:26]([F:28])[CH:27]=1)[O:24][CH2:23][CH2:22][CH2:21]2)[C:7]([O:9][CH2:10][CH3:11])=[O:8])([CH3:4])([CH3:3])[CH3:2].[F:37][C:38]1[CH:43]=[CH:42][C:41]([CH2:44][NH2:45])=[CH:40][CH:39]=1.CCN(C(C)C)C(C)C.CN(C(ON1N=NC2C=CC=NC1=2)=[N+](C)C)C.F[P-](F)(F)(F)(F)F. Product: [C:1]([O:5][C@@H:6]([C:12]1[C:13]([CH3:36])=[N:14][C:15]2[N:16]([N:30]=[C:31]([C:33](=[O:34])[NH:45][CH2:44][C:41]3[CH:42]=[CH:43][C:38]([F:37])=[CH:39][CH:40]=3)[CH:32]=2)[C:17]=1[C:18]1[C:19]([CH3:29])=[C:20]2[C:25](=[C:26]([F:28])[CH:27]=1)[O:24][CH2:23][CH2:22][CH2:21]2)[C:7]([O:9][CH2:10][CH3:11])=[O:8])([CH3:3])([CH3:4])[CH3:2]. The catalyst class is: 239. (4) Reactant: [Cl:1][C:2]1[CH:3]=[C:4]([C:14](O)=[O:15])[C:5]2[O:9][C:8]([CH3:11])([CH3:10])[C:7](=[O:12])[C:6]=2[CH:13]=1. Product: [Cl:1][C:2]1[CH:3]=[C:4]([CH2:14][OH:15])[C:5]2[O:9][C:8]([CH3:10])([CH3:11])[C:7](=[O:12])[C:6]=2[CH:13]=1. The catalyst class is: 7. (5) Reactant: [CH2:1]([C:3]1[C:8]([C:9]([OH:11])=O)=[CH:7][N:6]=[C:5]([S:12][CH3:13])[N:4]=1)[CH3:2].CN(C)C=O.C(Cl)(=O)C(Cl)=O.[NH2:25][C:26]1[CH:31]=[CH:30][CH:29]=[CH:28][C:27]=1[OH:32]. Product: [CH2:1]([C:3]1[C:8]([C:9]([NH:25][C:26]2[CH:31]=[CH:30][CH:29]=[CH:28][C:27]=2[OH:32])=[O:11])=[CH:7][N:6]=[C:5]([S:12][CH3:13])[N:4]=1)[CH3:2]. The catalyst class is: 4.